From a dataset of Full USPTO retrosynthesis dataset with 1.9M reactions from patents (1976-2016). Predict the reactants needed to synthesize the given product. (1) Given the product [CH:34]([C@H:20]1[C:17]2=[N:18][CH:19]=[C:14]([C:12]([NH:11][CH2:10][C:9]3[CH:8]=[CH:7][C:6]([C:59]([O:61][CH3:62])=[O:60])=[CH:38][CH:37]=3)=[O:13])[CH:15]=[C:16]2[CH2:22][N:21]1[CH2:23][C:24]1[CH:25]=[CH:26][C:27]([C:30]([F:33])([F:31])[F:32])=[CH:28][CH:29]=1)([CH3:36])[CH3:35], predict the reactants needed to synthesize it. The reactants are: C(S([C:6]1[CH:38]=[CH:37][C:9]([CH2:10][NH:11][C:12]([C:14]2[CH:15]=[C:16]3[CH2:22][N:21]([CH2:23][C:24]4[CH:29]=[CH:28][C:27]([C:30]([F:33])([F:32])[F:31])=[CH:26][CH:25]=4)[C@@H:20]([CH:34]([CH3:36])[CH3:35])[C:17]3=[N:18][CH:19]=2)=[O:13])=[CH:8][CH:7]=1)(=O)=O)C.C([C@H]1C2=NC=C(C(NCC3C=CC([C:59]([O:61][CH3:62])=[O:60])=CC=3)=O)C=C2CN1)(C)C. (2) Given the product [Cl:51][C:27]1[C:28]([N:34]2[CH2:43][CH2:42][C@@H:41]3[C@H:36]([O:37][CH2:38][CH2:39][NH:40]3)[CH2:35]2)=[CH:29][C:30]([C:32]#[N:33])=[CH:31][C:26]=1[NH:25][C:2]1[N:7]=[C:6]([NH:8][CH2:18][CH3:19])[C:5]2=[N:20][CH:21]=[C:22]([C:23]#[N:24])[N:4]2[N:3]=1, predict the reactants needed to synthesize it. The reactants are: Cl[C:2]1[N:7]=[C:6]([N:8]([CH2:18][CH3:19])CC2C=CC(OC)=CC=2)[C:5]2=[N:20][CH:21]=[C:22]([C:23]#[N:24])[N:4]2[N:3]=1.[NH2:25][C:26]1[C:27]([Cl:51])=[C:28]([N:34]2[CH2:43][CH2:42][C@@H:41]3[C@H:36]([O:37][CH2:38][CH2:39][N:40]3C(OC(C)(C)C)=O)[CH2:35]2)[CH:29]=[C:30]([C:32]#[N:33])[CH:31]=1.C([O-])([O-])=O.[Cs+].[Cs+].CC1(C)C2C(=C(P(C3C=CC=CC=3)C3C=CC=CC=3)C=CC=2)OC2C(P(C3C=CC=CC=3)C3C=CC=CC=3)=CC=CC1=2. (3) Given the product [CH2:25]([O:24][C:20]1[CH:19]=[CH:18][C:17]2[N:16]=[CH:15][C:14]3[N:13]=[C:12]([CH2:32][O:33][CH2:34][CH3:35])[N:11]([CH2:10][C:9]([NH2:8])([CH3:36])[CH3:37])[C:23]=3[C:22]=2[CH:21]=1)[C:26]1[CH:31]=[CH:30][CH:29]=[CH:28][CH:27]=1, predict the reactants needed to synthesize it. The reactants are: Cl.C(OC(=O)[NH:8][C:9]([CH3:37])([CH3:36])[CH2:10][N:11]1[C:23]2[C:22]3[CH:21]=[C:20]([O:24][CH2:25][C:26]4[CH:31]=[CH:30][CH:29]=[CH:28][CH:27]=4)[CH:19]=[CH:18][C:17]=3[N:16]=[CH:15][C:14]=2[N:13]=[C:12]1[CH2:32][O:33][CH2:34][CH3:35])(C)(C)C.